From a dataset of Peptide-MHC class II binding affinity with 134,281 pairs from IEDB. Regression. Given a peptide amino acid sequence and an MHC pseudo amino acid sequence, predict their binding affinity value. This is MHC class II binding data. The peptide sequence is NGNATPQLTKNAGVL. The MHC is HLA-DPA10201-DPB10101 with pseudo-sequence HLA-DPA10201-DPB10101. The binding affinity (normalized) is 0.